This data is from Full USPTO retrosynthesis dataset with 1.9M reactions from patents (1976-2016). The task is: Predict the reactants needed to synthesize the given product. (1) Given the product [CH3:2][C:3]1[N:8]2[N:9]=[C:10]([CH:12]=[CH:43][C:41]3[N:40]([CH2:45][C:46]([F:49])([F:47])[F:48])[N:39]=[C:38]([N:33]4[CH2:37][CH2:36][CH2:35][CH2:34]4)[N:42]=3)[N:11]=[C:7]2[C:6]([CH3:32])=[N:5][CH:4]=1, predict the reactants needed to synthesize it. The reactants are: [Cl-].[CH3:2][C:3]1[N:8]2[N:9]=[C:10]([CH2:12][P+](C3C=CC=CC=3)(C3C=CC=CC=3)C3C=CC=CC=3)[N:11]=[C:7]2[C:6]([CH3:32])=[N:5][CH:4]=1.[N:33]1([C:38]2[N:42]=[C:41]([CH:43]=O)[N:40]([CH2:45][C:46]([F:49])([F:48])[F:47])[N:39]=2)[CH2:37][CH2:36][CH2:35][CH2:34]1. (2) The reactants are: [CH:1]1([S:4]([C:7]2[CH:12]=[CH:11][C:10]([CH:13]([C:21](=[O:25])[CH:22]=[CH:23][CH3:24])[CH2:14][CH:15]3[CH2:20][CH2:19][O:18][CH2:17][CH2:16]3)=[CH:9][CH:8]=2)(=[O:6])=[O:5])[CH2:3][CH2:2]1.C(O)C.O1CCCC1.[OH:34][CH:35]([C:40]1[CH:41]=[CH:42][C:43]([CH:46]=[O:47])=[N:44][CH:45]=1)[C:36]([OH:39])([CH3:38])[CH3:37]. Given the product [CH:1]1([S:4]([C:7]2[CH:8]=[CH:9][C:10]([CH:13]([CH2:14][CH:15]3[CH2:20][CH2:19][O:18][CH2:17][CH2:16]3)[C:21](=[O:25])[CH2:22][CH:23]([CH3:24])[C:46]([C:43]3[CH:42]=[CH:41][C:40]([CH:35]([OH:34])[C:36]([OH:39])([CH3:37])[CH3:38])=[CH:45][N:44]=3)=[O:47])=[CH:11][CH:12]=2)(=[O:6])=[O:5])[CH2:2][CH2:3]1, predict the reactants needed to synthesize it. (3) Given the product [NH2:23][C@@:22]([C:17]1[CH:16]=[CH:15][C:14]2[C:19](=[CH:20][CH:21]=[C:12]([O:11][C@H:8]3[CH2:7][CH2:6][C@H:5]([C:1]([CH3:4])([CH3:3])[CH3:2])[CH2:10][CH2:9]3)[C:13]=2[C:29]2[CH:30]=[CH:31][C:32]([O:35][C:36]([F:38])([F:39])[F:37])=[CH:33][CH:34]=2)[CH:18]=1)([CH3:28])[CH2:26][OH:25], predict the reactants needed to synthesize it. The reactants are: [C:1]([CH:5]1[CH2:10][CH2:9][CH:8]([O:11][C:12]2[C:13]([C:29]3[CH:34]=[CH:33][C:32]([O:35][C:36]([F:39])([F:38])[F:37])=[CH:31][CH:30]=3)=[C:14]3[C:19](=[CH:20][CH:21]=2)[CH:18]=[C:17]([C@:22]2([CH3:28])[CH2:26][O:25]C(=O)[NH:23]2)[CH:16]=[CH:15]3)[CH2:7][CH2:6]1)([CH3:4])([CH3:3])[CH3:2].C(O)C.O.[OH-].[Li+].O. (4) Given the product [O:3]=[C:2]([N:11]1[CH2:12][CH2:13][N:8]([C:14](=[O:15])[C:16]2[CH:21]=[CH:20][CH:19]=[CH:18][C:17]=2[C:22]([F:25])([F:23])[F:24])[CH2:9][CH2:10]1)[C:1]([Cl:6])=[O:5], predict the reactants needed to synthesize it. The reactants are: [C:1]([Cl:6])(=[O:5])[C:2](Cl)=[O:3].Cl.[N:8]1([C:14]([C:16]2[CH:21]=[CH:20][CH:19]=[CH:18][C:17]=2[C:22]([F:25])([F:24])[F:23])=[O:15])[CH2:13][CH2:12][NH:11][CH2:10][CH2:9]1.FC(F)(F)C1C=CC=CC=1C(O)=O. (5) Given the product [CH:33]12[N:32]([C:30]([C:29]3[CH:28]=[N:27][N:24]4[CH:25]=[CH:26][C:21]([N:17]5[CH2:18][CH2:19][CH2:20][C@@H:16]5[C:10]5[CH:11]=[C:12]([F:15])[CH:13]=[CH:14][C:9]=5[F:8])=[CH:22][C:23]=34)=[O:31])[CH:37]([CH2:38][CH2:39]1)[CH2:36][NH:35][CH2:34]2, predict the reactants needed to synthesize it. The reactants are: C(O)(C(F)(F)F)=O.[F:8][C:9]1[CH:14]=[CH:13][C:12]([F:15])=[CH:11][C:10]=1[C@H:16]1[CH2:20][CH2:19][CH2:18][N:17]1[C:21]1[CH:26]=[CH:25][N:24]2[N:27]=[CH:28][C:29]([C:30]([N:32]3[CH:37]4[CH2:38][CH2:39][CH:33]3[CH2:34][N:35](C(OC(C)(C)C)=O)[CH2:36]4)=[O:31])=[C:23]2[CH:22]=1. (6) Given the product [CH3:32][NH:33][CH2:12][CH:13]1[CH2:17][C:16]2[CH:18]=[C:19]([C:28]([F:31])([F:30])[F:29])[CH:20]=[C:21]([C:22]3[CH:27]=[CH:26][CH:25]=[CH:24][CH:23]=3)[C:15]=2[O:14]1, predict the reactants needed to synthesize it. The reactants are: CC1C=CC(S(O[CH2:12][CH:13]2[CH2:17][C:16]3[CH:18]=[C:19]([C:28]([F:31])([F:30])[F:29])[CH:20]=[C:21]([C:22]4[CH:27]=[CH:26][CH:25]=[CH:24][CH:23]=4)[C:15]=3[O:14]2)(=O)=O)=CC=1.[CH3:32][NH2:33]. (7) Given the product [CH:1]1([NH:7][C:8]2[C:13]([C:14]([NH2:21])=[O:15])=[CH:12][N:11]=[C:10]3[NH:17][CH:18]=[CH:19][C:9]=23)[CH2:6][CH2:5][CH2:4][CH2:3][CH2:2]1, predict the reactants needed to synthesize it. The reactants are: [CH:1]1([NH:7][C:8]2[C:13]([C:14](O)=[O:15])=[CH:12][N:11]=[C:10]3[NH:17][CH:18]=[CH:19][C:9]=23)[CH2:6][CH2:5][CH2:4][CH2:3][CH2:2]1.O[N:21]1C2C=CC=CC=2N=N1.CN(C)CCCN=C=NCC.[Cl-].[NH4+].